From a dataset of NCI-60 drug combinations with 297,098 pairs across 59 cell lines. Regression. Given two drug SMILES strings and cell line genomic features, predict the synergy score measuring deviation from expected non-interaction effect. (1) Drug 1: CC12CCC3C(C1CCC2=O)CC(=C)C4=CC(=O)C=CC34C. Drug 2: CCC1(C2=C(COC1=O)C(=O)N3CC4=CC5=C(C=CC(=C5CN(C)C)O)N=C4C3=C2)O.Cl. Cell line: HOP-92. Synergy scores: CSS=38.5, Synergy_ZIP=-3.32, Synergy_Bliss=-2.51, Synergy_Loewe=-10.4, Synergy_HSA=-1.39. (2) Drug 1: C1=NNC2=C1C(=O)NC=N2. Drug 2: C(CN)CNCCSP(=O)(O)O. Cell line: RXF 393. Synergy scores: CSS=1.09, Synergy_ZIP=0.338, Synergy_Bliss=0.891, Synergy_Loewe=-2.52, Synergy_HSA=-0.690. (3) Drug 1: C1CCC(C1)C(CC#N)N2C=C(C=N2)C3=C4C=CNC4=NC=N3. Drug 2: C1CNP(=O)(OC1)N(CCCl)CCCl. Cell line: SK-OV-3. Synergy scores: CSS=1.91, Synergy_ZIP=0.950, Synergy_Bliss=3.91, Synergy_Loewe=-3.64, Synergy_HSA=0.621. (4) Drug 1: CCC1=CC2CC(C3=C(CN(C2)C1)C4=CC=CC=C4N3)(C5=C(C=C6C(=C5)C78CCN9C7C(C=CC9)(C(C(C8N6C)(C(=O)OC)O)OC(=O)C)CC)OC)C(=O)OC.C(C(C(=O)O)O)(C(=O)O)O. Drug 2: CCCCCOC(=O)NC1=NC(=O)N(C=C1F)C2C(C(C(O2)C)O)O. Cell line: UACC-257. Synergy scores: CSS=26.1, Synergy_ZIP=-0.339, Synergy_Bliss=1.70, Synergy_Loewe=-26.7, Synergy_HSA=1.60. (5) Drug 1: C1CC(=O)NC(=O)C1N2CC3=C(C2=O)C=CC=C3N. Drug 2: CCCS(=O)(=O)NC1=C(C(=C(C=C1)F)C(=O)C2=CNC3=C2C=C(C=N3)C4=CC=C(C=C4)Cl)F. Cell line: A498. Synergy scores: CSS=5.63, Synergy_ZIP=-2.62, Synergy_Bliss=-1.16, Synergy_Loewe=-0.943, Synergy_HSA=-0.937. (6) Drug 1: CC1=C(C=C(C=C1)NC2=NC=CC(=N2)N(C)C3=CC4=NN(C(=C4C=C3)C)C)S(=O)(=O)N.Cl. Drug 2: CC1=C(C(CCC1)(C)C)C=CC(=CC=CC(=CC(=O)O)C)C. Cell line: OVCAR3. Synergy scores: CSS=-2.50, Synergy_ZIP=2.90, Synergy_Bliss=2.89, Synergy_Loewe=-0.578, Synergy_HSA=-1.75. (7) Drug 1: CN1CCC(CC1)COC2=C(C=C3C(=C2)N=CN=C3NC4=C(C=C(C=C4)Br)F)OC. Drug 2: C1=C(C(=O)NC(=O)N1)F. Cell line: RXF 393. Synergy scores: CSS=36.3, Synergy_ZIP=1.57, Synergy_Bliss=2.46, Synergy_Loewe=3.83, Synergy_HSA=4.50. (8) Drug 1: CS(=O)(=O)CCNCC1=CC=C(O1)C2=CC3=C(C=C2)N=CN=C3NC4=CC(=C(C=C4)OCC5=CC(=CC=C5)F)Cl. Drug 2: CC1(CCCN1)C2=NC3=C(C=CC=C3N2)C(=O)N. Cell line: NCI-H460. Synergy scores: CSS=4.23, Synergy_ZIP=-3.73, Synergy_Bliss=-4.84, Synergy_Loewe=-2.84, Synergy_HSA=-2.62.